Dataset: Catalyst prediction with 721,799 reactions and 888 catalyst types from USPTO. Task: Predict which catalyst facilitates the given reaction. (1) Product: [Cl:15][C:9]1[CH:10]=[C:11]([CH3:14])[CH:12]=[CH:13][C:8]=1[C:6]1[N:3]=[CH:1][S:2][C:5]=1[S:16][CH2:17][C:18]([O:20][CH3:21])=[O:19]. The catalyst class is: 32. Reactant: [CH:1]([NH2:3])=[S:2].Br[CH:5]([S:16][CH2:17][C:18]([O:20][CH3:21])=[O:19])[C:6]([C:8]1[CH:13]=[CH:12][C:11]([CH3:14])=[CH:10][C:9]=1[Cl:15])=O. (2) Reactant: C([O:8][C:9]1[CH:10]=[C:11]([C:20](=[O:26])[CH:21](OCC)O)[C:12]2[O:17][CH2:16][C:15](=[O:18])[NH:14][C:13]=2[CH:19]=1)C1C=CC=CC=1.[Cl:27][C:28]1[CH:33]=[C:32]([F:34])[CH:31]=[CH:30][C:29]=1[CH2:35][C:36]([NH2:39])([CH3:38])[CH3:37].[BH4-].[Li+].C(CN)O.B(Br)(Br)Br. Product: [Cl:27][C:28]1[CH:33]=[C:32]([F:34])[CH:31]=[CH:30][C:29]=1[CH2:35][C:36]([NH:39][CH2:21][CH:20]([C:11]1[C:12]2[O:17][CH2:16][C:15](=[O:18])[NH:14][C:13]=2[CH:19]=[C:9]([OH:8])[CH:10]=1)[OH:26])([CH3:37])[CH3:38]. The catalyst class is: 46. (3) Reactant: [Br:1][CH2:2][CH2:3][C:4]([C:14]1[CH:19]=[CH:18][CH:17]=[CH:16][CH:15]=1)([C:8]1[CH:13]=[CH:12][CH:11]=[CH:10][CH:9]=1)[C:5](O)=[O:6].S(Cl)([Cl:22])=O.CN(C=O)C. Product: [Br:1][CH2:2][CH2:3][C:4]([C:14]1[CH:19]=[CH:18][CH:17]=[CH:16][CH:15]=1)([C:8]1[CH:13]=[CH:12][CH:11]=[CH:10][CH:9]=1)[C:5]([Cl:22])=[O:6]. The catalyst class is: 22. (4) Reactant: [F:1][C:2]1[CH:14]=[CH:13][C:5]([O:6][CH:7]2[CH2:12][CH2:11][NH:10][CH2:9][CH2:8]2)=[CH:4][CH:3]=1.C(N(CC)CC)C.[Cl:22][CH2:23][C:24](Cl)=[O:25]. Product: [Cl:22][CH2:23][C:24]([N:10]1[CH2:9][CH2:8][CH:7]([O:6][C:5]2[CH:13]=[CH:14][C:2]([F:1])=[CH:3][CH:4]=2)[CH2:12][CH2:11]1)=[O:25]. The catalyst class is: 4. (5) Reactant: C(N(CC)CC)C.[CH3:8][O:9][C:10]1[N:11]=[CH:12][C:13]2[CH:19]=[C:18]([C:20]([OH:22])=O)[C:17](=[O:23])[NH:16][C:14]=2[N:15]=1.CN(C(ON1N=NC2C=CC=NC1=2)=[N+](C)C)C.F[P-](F)(F)(F)(F)F.[NH2:48][C:49]1[CH:50]=[C:51]([CH:57]=[CH:58][C:59]=1[Cl:60])[C:52]([N:54]([CH3:56])[CH3:55])=[O:53].C(=O)(O)[O-].[Na+]. Product: [Cl:60][C:59]1[CH:58]=[CH:57][C:51]([C:52](=[O:53])[N:54]([CH3:56])[CH3:55])=[CH:50][C:49]=1[NH:48][C:20]([C:18]1[C:17](=[O:23])[NH:16][C:14]2[N:15]=[C:10]([O:9][CH3:8])[N:11]=[CH:12][C:13]=2[CH:19]=1)=[O:22]. The catalyst class is: 248. (6) Reactant: O.[CH3:2][C:3]([C:5]1[CH:10]=[CH:9][C:8]([OH:11])=[CH:7][C:6]=1[OH:12])=O.O.[NH2:14][CH2:15][C:16]([O-:18])=[O:17].NCC([O-])=O.[Zn+2:24]. Product: [Zn:24].[OH:12][C:6]1[CH:7]=[C:8]([OH:11])[CH:9]=[CH:10][C:5]=1[CH2:3][CH2:2][NH:14][CH2:15][C:16]([OH:18])=[O:17]. The catalyst class is: 8. (7) Reactant: [ClH:1].[NH:2]1[CH2:5][CH:4]([O:6][C:7]2[S:11][N:10]=[CH:9][C:8]=2[NH:12][C:13](=[O:29])[C:14]2[CH:19]=[CH:18][C:17]([F:20])=[C:16]([C:21]3[C:26]([F:27])=[CH:25][CH:24]=[CH:23][C:22]=3[F:28])[N:15]=2)[CH2:3]1. Product: [NH2:2][CH2:3][CH:4]([O:6][C:7]1[S:11][N:10]=[CH:9][C:8]=1[NH:12][C:13](=[O:29])[C:14]1[CH:19]=[CH:18][C:17]([F:20])=[C:16]([C:21]2[C:26]([F:27])=[CH:25][CH:24]=[CH:23][C:22]=2[F:28])[N:15]=1)[CH2:5][Cl:1]. The catalyst class is: 5. (8) Reactant: [CH3:1][O:2][C:3](=[O:22])[C:4]([NH:10][C:11]1[CH:12]=[C:13]([CH3:21])[CH:14]=[C:15]2[C:20]=1[N:19]=[CH:18][CH:17]=[CH:16]2)=[CH:5][C:6]([O:8]C)=O. Product: [CH3:1][O:2][C:3]([C:4]1[NH:10][C:11]2[C:12]([C:6](=[O:8])[CH:5]=1)=[C:13]([CH3:21])[CH:14]=[C:15]1[C:20]=2[N:19]=[CH:18][CH:17]=[CH:16]1)=[O:22]. The catalyst class is: 400.